Dataset: Peptide-MHC class I binding affinity with 185,985 pairs from IEDB/IMGT. Task: Regression. Given a peptide amino acid sequence and an MHC pseudo amino acid sequence, predict their binding affinity value. This is MHC class I binding data. The peptide sequence is MLKSKNINI. The MHC is HLA-A68:02 with pseudo-sequence HLA-A68:02. The binding affinity (normalized) is 0.296.